Dataset: Catalyst prediction with 721,799 reactions and 888 catalyst types from USPTO. Task: Predict which catalyst facilitates the given reaction. (1) Reactant: [F:1][C:2]1[CH:7]=[C:6]([F:8])[CH:5]=[CH:4][C:3]=1[C:9]1[CH:14]=[CH:13][C:12]([S:15]([NH:18][C:19]2[CH:24]=[CH:23][CH:22]=[C:21]([CH:25]=[CH2:26])[CH:20]=2)(=[O:17])=[O:16])=[CH:11][CH:10]=1.[OH2:27]. Product: [F:1][C:2]1[CH:7]=[C:6]([F:8])[CH:5]=[CH:4][C:3]=1[C:9]1[CH:10]=[CH:11][C:12]([S:15]([NH:18][C:19]2[CH:24]=[CH:23][CH:22]=[C:21]([CH:25]3[CH2:26][O:27]3)[CH:20]=2)(=[O:16])=[O:17])=[CH:13][CH:14]=1. The catalyst class is: 2. (2) Reactant: F[C:2]1[CH:9]=[CH:8][C:5]([C:6]#[N:7])=[C:4]([Cl:10])[CH:3]=1.[N:11]1([CH:16]2[CH2:21][CH2:20][CH2:19][CH:18]([NH2:22])[CH2:17]2)[CH:15]=[N:14][CH:13]=[N:12]1.CCN(C(C)C)C(C)C. Product: [N:11]1([CH:16]2[CH2:21][CH2:20][CH2:19][CH:18]([NH:22][C:2]3[CH:9]=[CH:8][C:5]([C:6]#[N:7])=[C:4]([Cl:10])[CH:3]=3)[CH2:17]2)[CH:15]=[N:14][CH:13]=[N:12]1. The catalyst class is: 16. (3) Reactant: [O:1]1[CH:7]2[CH:2]1[C:3]([CH3:20])([CH3:19])[O:4][C:5]1[CH:11]=[C:10]([O:12][CH2:13][O:14][CH3:15])[C:9]([N+:16]([O-:18])=[O:17])=[CH:8][C:6]=12.Cl([O-])(=O)(=O)=O.[Li+].[C:27]1([CH2:33][CH2:34][NH2:35])[CH:32]=[CH:31][CH:30]=[CH:29][CH:28]=1.C(=O)([O-])O.[Na+]. Product: [CH3:15][O:14][CH2:13][O:12][C:10]1[C:9]([N+:16]([O-:18])=[O:17])=[CH:8][C:6]2[C@@H:7]([NH:35][CH2:34][CH2:33][C:27]3[CH:32]=[CH:31][CH:30]=[CH:29][CH:28]=3)[C@H:2]([OH:1])[C:3]([CH3:20])([CH3:19])[O:4][C:5]=2[CH:11]=1. The catalyst class is: 12. (4) Reactant: [C:1]([C:3]1[C:4]([N:10]=[CH:11][N:12](C)C)=[N:5][C:6]([CH3:9])=[CH:7][CH:8]=1)#[N:2].[Br:15][C:16]1[CH:17]=[CH:18][C:19]([S:23][C:24]2[CH:29]=[CH:28][CH:27]=[CH:26][CH:25]=2)=[C:20](N)[CH:21]=1. Product: [Br:15][C:16]1[CH:21]=[CH:20][C:19]([S:23][C:24]2[CH:29]=[CH:28][CH:27]=[CH:26][CH:25]=2)=[C:18]([NH:2][C:1]2[C:3]3[CH:8]=[CH:7][C:6]([CH3:9])=[N:5][C:4]=3[N:10]=[CH:11][N:12]=2)[CH:17]=1. The catalyst class is: 15. (5) Reactant: Cl.Cl[CH2:3][C:4]1[N:5]([CH:9]2[CH2:13][CH2:12][CH2:11][O:10]2)[CH:6]=[CH:7][N:8]=1.[CH3:14][O:15][C:16]1[CH:17]=[C:18]([OH:22])[CH:19]=[CH:20][CH:21]=1.CS(C)=O.C([O-])([O-])=O.[K+].[K+]. Product: [CH3:14][O:15][C:16]1[CH:17]=[C:18]([CH:19]=[CH:20][CH:21]=1)[O:22][CH2:3][C:4]1[N:5]([CH:9]2[CH2:13][CH2:12][CH2:11][O:10]2)[CH:6]=[CH:7][N:8]=1. The catalyst class is: 6. (6) Reactant: [CH2:1]([NH:8][C:9]1[C:10]([CH3:20])=[C:11]([CH:17]=[CH:18][CH:19]=1)[C:12]([O:14][CH2:15][CH3:16])=[O:13])[C:2]1[CH:7]=[CH:6][CH:5]=[CH:4][CH:3]=1.[CH:21](=O)[CH3:22].C(O)(=O)C.C(O[BH-](OC(=O)C)OC(=O)C)(=O)C.[Na+].C([O-])(O)=O.[Na+]. Product: [CH2:1]([N:8]([CH2:21][CH3:22])[C:9]1[C:10]([CH3:20])=[C:11]([CH:17]=[CH:18][CH:19]=1)[C:12]([O:14][CH2:15][CH3:16])=[O:13])[C:2]1[CH:3]=[CH:4][CH:5]=[CH:6][CH:7]=1. The catalyst class is: 325.